From a dataset of Forward reaction prediction with 1.9M reactions from USPTO patents (1976-2016). Predict the product of the given reaction. (1) Given the reactants [CH3:1][C:2]1[CH:3]=[C:4]([CH:9]=[CH:10][C:11]=1[N+:12]([O-:14])=[O:13])[C:5]([NH:7][NH2:8])=[O:6].CCN=C=NCCCN(C)C.Cl.C(N(CC)CC)C.[C:34]([NH:37][CH2:38][C:39](O)=[O:40])(=[O:36])[CH3:35].[OH-].[Na+], predict the reaction product. The product is: [CH3:1][C:2]1[CH:3]=[C:4]([CH:9]=[CH:10][C:11]=1[N+:12]([O-:14])=[O:13])[C:5]([NH:7][NH:8][C:39](=[O:40])[CH2:38][NH:37][C:34](=[O:36])[CH3:35])=[O:6]. (2) Given the reactants [C:1]([C:3]1[CH:8]=[CH:7][C:6]([C:9]2([C:15]([O:17]C)=[O:16])[CH2:12][C:11]([F:14])([F:13])[CH2:10]2)=[CH:5][CH:4]=1)#[N:2].[Li+].[OH-], predict the reaction product. The product is: [C:1]([C:3]1[CH:8]=[CH:7][C:6]([C:9]2([C:15]([OH:17])=[O:16])[CH2:10][C:11]([F:14])([F:13])[CH2:12]2)=[CH:5][CH:4]=1)#[N:2].